Dataset: Full USPTO retrosynthesis dataset with 1.9M reactions from patents (1976-2016). Task: Predict the reactants needed to synthesize the given product. (1) The reactants are: CCC(C)[BH-](C(C)CC)C(C)CC.[Li+].[Br:15][C:16]1[CH:21]=[CH:20][C:19]([N:22]2[C:30]3[C:25](=[CH:26][C:27]([O:31]C)=[CH:28][CH:29]=3)[CH:24]=[CH:23]2)=[CH:18][CH:17]=1. Given the product [Br:15][C:16]1[CH:21]=[CH:20][C:19]([N:22]2[C:30]3[C:25](=[CH:26][C:27]([OH:31])=[CH:28][CH:29]=3)[CH:24]=[CH:23]2)=[CH:18][CH:17]=1, predict the reactants needed to synthesize it. (2) Given the product [Cl:13][C:14]1[S:18][C:17]([C:19]([NH:1][C:2]2[CH:11]=[C:10]([CH3:12])[CH:9]=[CH:8][C:3]=2[C:4]([O:6][CH3:7])=[O:5])=[O:20])=[CH:16][CH:15]=1, predict the reactants needed to synthesize it. The reactants are: [NH2:1][C:2]1[CH:11]=[C:10]([CH3:12])[CH:9]=[CH:8][C:3]=1[C:4]([O:6][CH3:7])=[O:5].[Cl:13][C:14]1[S:18][C:17]([C:19](Cl)=[O:20])=[CH:16][CH:15]=1. (3) Given the product [CH3:1][C@@:2]1([CH2:13][O:14][C:15]2[CH:20]=[CH:19][C:18]([N:21]3[CH2:26][CH2:25][N:24]([CH2:27][C:53]4[CH:56]=[CH:57][C:50]([C:49]([F:59])([F:58])[F:48])=[CH:51][CH:52]=4)[CH2:23][CH2:22]3)=[CH:17][CH:16]=2)[O:6][C:5]2=[N:7][C:8]([N+:10]([O-:12])=[O:11])=[CH:9][N:4]2[CH2:3]1, predict the reactants needed to synthesize it. The reactants are: [CH3:1][C@@:2]1([CH2:13][O:14][C:15]2[CH:20]=[CH:19][C:18]([N:21]3[CH2:26][CH2:25][N:24]([C:27](OC(C)(C)C)=O)[CH2:23][CH2:22]3)=[CH:17][CH:16]=2)[O:6][C:5]2=[N:7][C:8]([N+:10]([O-:12])=[O:11])=[CH:9][N:4]2[CH2:3]1.FC(F)(F)C(O)=O.C(N(CC)CC)C.[F:48][C:49]([F:59])([F:58])[C:50]1[CH:57]=[CH:56][C:53](C=O)=[CH:52][CH:51]=1.[B-]C#N.[Na+].C(O)(=O)C.C(=O)([O-])O.[Na+]. (4) Given the product [CH2:9]([NH:11][CH2:7][C:5]1[S:4][N:3]=[C:2]([CH3:1])[CH:6]=1)[CH3:10], predict the reactants needed to synthesize it. The reactants are: [CH3:1][C:2]1[CH:6]=[C:5]([CH:7]=O)[S:4][N:3]=1.[CH2:9]([NH2:11])[CH3:10]. (5) Given the product [CH:14]1[C:15]2[N:3]([CH2:1][CH2:2][C:28]3[CH:29]=[CH:30][C:31]4[NH:32][C:33]5[C:38]([C:39]=4[CH:40]=3)=[CH:37][C:36]([CH2:2][CH2:1][N:3]3[C:17]4[CH:18]=[CH:19][CH:20]=[CH:21][C:22]=4[C:23]4[C:16]3=[CH:9][CH:4]=[CH:5][CH:6]=4)=[CH:35][CH:34]=5)[C:4]3[C:9](=[CH:8][CH:7]=[CH:6][CH:5]=3)[C:10]=2[CH:11]=[CH:12][CH:13]=1, predict the reactants needed to synthesize it. The reactants are: [CH:1]([N:3]1[C:15]2[CH:14]=[CH:13][CH:12]=[CH:11][C:10]=2[C:9]2[C:4]1=[CH:5][CH:6]=[CH:7][CH:8]=2)=[CH2:2].[CH:16]12B[CH:20]([CH2:21][CH2:22][CH2:23]1)[CH2:19][CH2:18][CH2:17]2.[OH-].[Na+].Br[C:28]1[CH:29]=[CH:30][C:31]2[NH:32][C:33]3[C:38]([C:39]=2[CH:40]=1)=[CH:37][C:36](Br)=[CH:35][CH:34]=3. (6) Given the product [NH2:9][C@@H:5]1[CH2:4][O:3][C:2]([CH3:18])([CH3:1])[CH2:7][C@H:6]1[OH:8], predict the reactants needed to synthesize it. The reactants are: [CH3:1][C:2]1([CH3:18])[CH2:7][C@@H:6]([OH:8])[C@H:5]([NH:9][C@@H](C2C=CC=CC=2)C)[CH2:4][O:3]1. (7) Given the product [CH2:1]([O:20][CH2:21][CH:22]([CH2:25][O:26][Si:40]([C:43]([CH3:46])([CH3:45])[CH3:44])([CH3:42])[CH3:41])[OH:23])[C:2]1[CH:3]=[CH:4][CH:5]=[CH:6][CH:7]=1, predict the reactants needed to synthesize it. The reactants are: [C:1]([O:20][CH2:21][CH:22]([CH2:25][OH:26])[O:23]C)(=O)[CH2:2][CH2:3][CH2:4][CH2:5][CH2:6][CH2:7]C/C=C\CCCCCCCC.C(OCC(CO)O)C1C=CC=CC=1.[Si:40](Cl)([C:43]([CH3:46])([CH3:45])[CH3:44])([CH3:42])[CH3:41]. (8) Given the product [Br:1][C:2]1[CH:13]=[C:12]([O:14][C@@H:16]([C@H:18]2[CH2:22][N:21]([C@@H:23]([C:25]3[CH:26]=[CH:27][C:28]([O:31][CH3:32])=[CH:29][CH:30]=3)[CH3:24])[C:20](=[O:33])[CH2:19]2)[CH3:17])[C:5]2[N:6]([CH:9]3[CH2:11][CH2:10]3)[CH:7]=[N:8][C:4]=2[CH:3]=1, predict the reactants needed to synthesize it. The reactants are: [Br:1][C:2]1[CH:13]=[C:12]([OH:14])[C:5]2[N:6]([CH:9]3[CH2:11][CH2:10]3)[CH:7]=[N:8][C:4]=2[CH:3]=1.O[C@H:16]([C@H:18]1[CH2:22][N:21]([C@@H:23]([C:25]2[CH:30]=[CH:29][C:28]([O:31][CH3:32])=[CH:27][CH:26]=2)[CH3:24])[C:20](=[O:33])[CH2:19]1)[CH3:17].C1(P(C2C=CC=CC=2)C2C=CC=CC=2)C=CC=CC=1.N(C(OCC)=O)=NC(OCC)=O. (9) Given the product [OH:26][CH2:25][C:24]([CH2:29][OH:28])([CH3:32])[C:22]([C:21]1[C:15]2[C:16](=[N:17][CH:18]=[C:13]([C:5]3[CH:4]=[C:3]([O:2][CH3:1])[C:8]([O:9][CH3:10])=[C:7]([O:11][CH3:12])[CH:6]=3)[N:14]=2)[NH:19][CH:20]=1)=[O:23], predict the reactants needed to synthesize it. The reactants are: [CH3:1][O:2][C:3]1[CH:4]=[C:5]([C:13]2[N:14]=[C:15]3[C:21]([C:22]([C:24]4([CH3:32])[CH2:29][O:28]C(C)(C)[O:26][CH2:25]4)=[O:23])=[CH:20][NH:19][C:16]3=[N:17][CH:18]=2)[CH:6]=[C:7]([O:11][CH3:12])[C:8]=1[O:9][CH3:10].Cl. (10) Given the product [Cl:38][C:34]1[C:33]([F:39])=[C:32]([CH:13]2[C:14]([C:24]3[CH:29]=[CH:28][C:27]([Cl:30])=[CH:26][C:25]=3[F:31])([C:22]#[N:23])[CH:15]([CH2:17][C:18]([CH3:21])([CH3:20])[CH3:19])[CH2:16][N:12]2[C:10](=[O:11])[C:7]2[CH:6]=[CH:5][C:4]([CH2:3][OH:2])=[CH:9][CH:8]=2)[CH:37]=[CH:36][CH:35]=1, predict the reactants needed to synthesize it. The reactants are: C[O:2][C:3](=O)[C:4]1[CH:9]=[CH:8][C:7]([C:10]([N:12]2[CH2:16][C@@H:15]([CH2:17][C:18]([CH3:21])([CH3:20])[CH3:19])[C@@:14]([C:24]3[CH:29]=[CH:28][C:27]([Cl:30])=[CH:26][C:25]=3[F:31])([C:22]#[N:23])[C@H:13]2[C:32]2[CH:37]=[CH:36][CH:35]=[C:34]([Cl:38])[C:33]=2[F:39])=[O:11])=[CH:6][CH:5]=1.[BH4-].[Na+].[Li+].[Cl-].